From a dataset of Catalyst prediction with 721,799 reactions and 888 catalyst types from USPTO. Predict which catalyst facilitates the given reaction. (1) Reactant: [C:1]1([OH:7])[CH:6]=[CH:5][CH:4]=[CH:3][CH:2]=1.[CH3:8][O:9][C:10]1[CH:11]=[C:12]2[C:16](=[CH:17][CH:18]=1)[NH:15][C:14](=[O:19])[C:13]2=O.S(=O)(=O)(O)O.C(Cl)Cl.CCO[C:32]([CH3:34])=[O:33]. Product: [OH:7][C:1]1[CH:6]=[CH:5][C:4]([C:13]2([C:1]3[CH:6]=[CH:34][C:32]([OH:33])=[CH:3][CH:2]=3)[C:12]3[C:16](=[CH:17][CH:18]=[C:10]([O:9][CH3:8])[CH:11]=3)[NH:15][C:14]2=[O:19])=[CH:3][CH:2]=1. The catalyst class is: 86. (2) Reactant: [C:1]([O:5][C:6]([N:8]1[CH2:13][CH2:12][N:11]([CH2:14][CH2:15][CH2:16][NH2:17])[CH2:10][CH2:9]1)=[O:7])([CH3:4])([CH3:3])[CH3:2].[S:18]1[C:22]([C:23]2[C:28]([CH3:29])=[CH:27][N:26]=[C:25](Cl)[N:24]=2)=[CH:21][C:20]2[CH:31]=[CH:32][CH:33]=[CH:34][C:19]1=2.C(N(C(C)C)CC)(C)C. Product: [C:1]([O:5][C:6]([N:8]1[CH2:9][CH2:10][N:11]([CH2:14][CH2:15][CH:16]([NH2:17])[C:25]2[N:24]=[C:23]([C:22]3[S:18][C:19]4[CH:34]=[CH:33][CH:32]=[CH:31][C:20]=4[CH:21]=3)[C:28]([CH3:29])=[CH:27][N:26]=2)[CH2:12][CH2:13]1)=[O:7])([CH3:4])([CH3:3])[CH3:2]. The catalyst class is: 12. (3) Product: [F:1][C:2]1[CH:3]=[C:4]2[C:8](=[CH:9][C:10]=1[NH:11][C:20]([C:22]([O:25][C:26](=[O:28])[CH3:27])([CH3:24])[CH3:23])=[O:21])[NH:7][C:6](=[O:12])[CH2:5]2. The catalyst class is: 7. Reactant: [F:1][C:2]1[CH:3]=[C:4]2[C:8](=[CH:9][C:10]=1[NH2:11])[NH:7][C:6](=[O:12])[CH2:5]2.N1CCCCC1.Cl[C:20]([C:22]([O:25][C:26](=[O:28])[CH3:27])([CH3:24])[CH3:23])=[O:21]. (4) Reactant: [N+:1]([C:4]1[CH:9]=[CH:8][CH:7]=[CH:6][C:5]=1[C:10]1[S:14][C:13]([NH2:15])=[N:12][CH:11]=1)([O-:3])=[O:2].Br[CH2:17][C:18](=O)[C:19]([O:21][CH2:22][CH3:23])=[O:20]. Product: [CH2:22]([O:21][C:19]([C:18]1[N:15]=[C:13]2[N:12]([CH:17]=1)[CH:11]=[C:10]([C:5]1[CH:6]=[CH:7][CH:8]=[CH:9][C:4]=1[N+:1]([O-:3])=[O:2])[S:14]2)=[O:20])[CH3:23]. The catalyst class is: 311. (5) Reactant: [NH2:1][C:2]1[N:7]=[CH:6][N:5]=[C:4]2[N:8]([CH2:25][C@H:26]3[CH2:30][CH2:29][CH2:28][N:27]3[C:31](=[O:49])[C:32]([C:47]#[N:48])=[CH:33][C:34]([N:37]([CH2:45][CH3:46])C(=O)OC(C)(C)C)([CH3:36])[CH3:35])[N:9]=[C:10]([C:11]3[CH:16]=[CH:15][C:14]([O:17][C:18]4[CH:23]=[CH:22][CH:21]=[CH:20][CH:19]=4)=[CH:13][C:12]=3[F:24])[C:3]=12.C(O)(C(F)(F)F)=O. Product: [NH2:1][C:2]1[N:7]=[CH:6][N:5]=[C:4]2[N:8]([CH2:25][C@H:26]3[CH2:30][CH2:29][CH2:28][N:27]3[C:31]([C:32](=[CH:33][C:34]([NH:37][CH2:45][CH3:46])([CH3:35])[CH3:36])[C:47]#[N:48])=[O:49])[N:9]=[C:10]([C:11]3[CH:16]=[CH:15][C:14]([O:17][C:18]4[CH:19]=[CH:20][CH:21]=[CH:22][CH:23]=4)=[CH:13][C:12]=3[F:24])[C:3]=12. The catalyst class is: 2.